The task is: Predict the reactants needed to synthesize the given product.. This data is from Full USPTO retrosynthesis dataset with 1.9M reactions from patents (1976-2016). (1) Given the product [CH3:27][O:31][N:32]([CH3:33])[C:11]([C:9]1[CH:8]=[C:7]([CH3:14])[N:6]=[C:5]([NH:4][CH:1]([CH3:2])[CH3:3])[N:10]=1)=[O:13], predict the reactants needed to synthesize it. The reactants are: [CH:1]([NH:4][C:5]1[N:10]=[C:9]([C:11]([OH:13])=O)[CH:8]=[C:7]([CH3:14])[N:6]=1)([CH3:3])[CH3:2].CCN(C(C)C)C(C)C.CN([C:27]([O:31][N:32]1N=NC2C=CC=C[C:33]1=2)=[N+](C)C)C.[B-](F)(F)(F)F.CNOC. (2) Given the product [C:33]([O:31][C:28]1[CH:29]=[N:30][CH:25]=[CH:26][CH:27]=1)(=[O:35])[CH3:34], predict the reactants needed to synthesize it. The reactants are: C(OC1C=C(C(O)C[C:25]2[N:30]=[CH:29][C:28]([OH:31])=[CH:27][CH:26]=2)C=C(OCC2C=CC=CC=2)C=1)C1C=CC=CC=1.[C:33](O)(=[O:35])[CH3:34].O. (3) The reactants are: C(O[C:4]([C:6]1[O:7][C:8]2[CH:15]=[CH:14][C:13]([C:16](=[O:18])[CH3:17])=[C:12]([OH:19])[C:9]=2[C:10]=1[CH3:11])=[O:5])C.CCN=C=NCCCN(C)C.Cl.[CH3:32][O:33][C:34](=[O:56])[C@@H:35]([NH:39][S:40]([C:43]1[CH:48]=[CH:47][C:46]([C:49]2[CH:54]=[CH:53][C:52]([NH2:55])=[CH:51][CH:50]=2)=[CH:45][CH:44]=1)(=[O:42])=[O:41])[CH:36]([CH3:38])[CH3:37].CN(C=O)C. Given the product [CH3:32][O:33][C:34](=[O:56])[C@@H:35]([NH:39][S:40]([C:43]1[CH:48]=[CH:47][C:46]([C:49]2[CH:50]=[CH:51][C:52]([NH:55][C:4]([C:6]3[O:7][C:8]4[CH:15]=[CH:14][C:13]([C:16](=[O:18])[CH3:17])=[C:12]([OH:19])[C:9]=4[C:10]=3[CH3:11])=[O:5])=[CH:53][CH:54]=2)=[CH:45][CH:44]=1)(=[O:42])=[O:41])[CH:36]([CH3:38])[CH3:37], predict the reactants needed to synthesize it. (4) Given the product [CH3:27][C:28]1([CH3:44])[C:32]([CH3:34])([CH3:33])[O:31][B:30]([C:2]2[CH:7]=[CH:6][C:5]([C:8]3([C:11]([N:13]4[CH2:17][CH2:16][C@@:15]5([C:21]6[CH:22]=[CH:23][CH:24]=[CH:25][C:20]=6[C:19](=[O:26])[O:18]5)[CH2:14]4)=[O:12])[CH2:10][CH2:9]3)=[CH:4][CH:3]=2)[O:29]1, predict the reactants needed to synthesize it. The reactants are: Br[C:2]1[CH:7]=[CH:6][C:5]([C:8]2([C:11]([N:13]3[CH2:17][CH2:16][C@@:15]4([C:21]5[CH:22]=[CH:23][CH:24]=[CH:25][C:20]=5[C:19](=[O:26])[O:18]4)[CH2:14]3)=[O:12])[CH2:10][CH2:9]2)=[CH:4][CH:3]=1.[CH3:27][C:28]1([CH3:44])[C:32]([CH3:34])([CH3:33])[O:31][B:30]([B:30]2[O:31][C:32]([CH3:34])([CH3:33])[C:28]([CH3:44])([CH3:27])[O:29]2)[O:29]1.O1CCOCC1.C([O-])(=O)C.[K+].ClCCl. (5) Given the product [CH2:5]([O:12][C:13]1[CH:14]=[C:15]([C:21]2[N:22]=[C:23]([CH:31]3[CH2:34][CH2:33][CH2:32]3)[N:24]3[CH:29]=[CH:28][N:27]=[C:26]([NH2:35])[C:25]=23)[CH:16]=[CH:17][C:18]=1[O:19][CH3:20])[C:6]1[CH:11]=[CH:10][CH:9]=[CH:8][CH:7]=1, predict the reactants needed to synthesize it. The reactants are: CC(O)C.[CH2:5]([O:12][C:13]1[CH:14]=[C:15]([C:21]2[N:22]=[C:23]([CH:31]3[CH2:34][CH2:33][CH2:32]3)[N:24]3[CH:29]=[CH:28][N:27]=[C:26](Cl)[C:25]=23)[CH:16]=[CH:17][C:18]=1[O:19][CH3:20])[C:6]1[CH:11]=[CH:10][CH:9]=[CH:8][CH:7]=1.[NH3:35]. (6) Given the product [NH2:35][C:33](=[O:34])[CH2:32][O:16][C:13]1[CH:14]=[C:15]2[C:10](=[CH:11][CH:12]=1)[C:9](=[O:17])[N:8]([CH2:18][CH:19]([CH3:20])[CH3:21])[C:7]([CH2:22][NH:23][C:24](=[O:30])[O:25][C:26]([CH3:27])([CH3:29])[CH3:28])=[C:6]2[O:5][CH2:1][CH2:2][CH2:3][CH3:4], predict the reactants needed to synthesize it. The reactants are: [CH2:1]([O:5][C:6]1[C:15]2[C:10](=[CH:11][CH:12]=[C:13]([OH:16])[CH:14]=2)[C:9](=[O:17])[N:8]([CH2:18][CH:19]([CH3:21])[CH3:20])[C:7]=1[CH2:22][NH:23][C:24](=[O:30])[O:25][C:26]([CH3:29])([CH3:28])[CH3:27])[CH2:2][CH2:3][CH3:4].I[CH2:32][C:33]([NH2:35])=[O:34].C1CCN2C(=NCCC2)CC1.O. (7) Given the product [CH3:43][N:42]([CH3:44])[C:40]([CH2:39][O:26][C:25](=[O:27])[C@@H:24]([NH:23][C:21]([C:17]1[C:16]([CH3:37])=[N:15][C:14]([NH:13][CH2:12][CH2:11][CH2:10][C:5]2[CH:6]=[CH:7][CH:8]=[C:9]3[C:4]=2[CH:3]=[N:2][NH:1]3)=[N:19][C:18]=1[CH3:20])=[O:22])[CH2:28][NH:29][C:30]([C:32]1[S:33][CH:34]=[CH:35][CH:36]=1)=[O:31])=[O:41], predict the reactants needed to synthesize it. The reactants are: [NH:1]1[C:9]2[C:4](=[C:5]([CH2:10][CH2:11][CH2:12][NH:13][C:14]3[N:19]=[C:18]([CH3:20])[C:17]([C:21]([NH:23][C@@H:24]([CH2:28][NH:29][C:30]([C:32]4[S:33][CH:34]=[CH:35][CH:36]=4)=[O:31])[C:25]([OH:27])=[O:26])=[O:22])=[C:16]([CH3:37])[N:15]=3)[CH:6]=[CH:7][CH:8]=2)[CH:3]=[N:2]1.Cl[CH2:39][C:40]([N:42]([CH3:44])[CH3:43])=[O:41].[I-].[Na+].C(=O)([O-])[O-].[K+].[K+]. (8) Given the product [C:28]1([NH:27][C:16](=[O:17])[C:15]2[CH:19]=[CH:20][C:12]([O:11][C:2]3[CH:3]=[CH:4][C:5]4[C:10](=[CH:9][CH:8]=[CH:7][CH:6]=4)[CH:1]=3)=[CH:13][CH:14]=2)[CH:33]=[CH:32][CH:31]=[CH:30][CH:29]=1, predict the reactants needed to synthesize it. The reactants are: [CH:1]1[C:10]2[C:5](=[CH:6][CH:7]=[CH:8][CH:9]=2)[CH:4]=[CH:3][C:2]=1[O:11][C:12]1[CH:20]=[CH:19][C:15]([C:16](O)=[O:17])=[CH:14][CH:13]=1.C(Cl)(=O)C(Cl)=O.[NH2:27][C:28]1[CH:33]=[CH:32][CH:31]=[CH:30][CH:29]=1.C(N(CC)CC)C. (9) Given the product [CH3:3][N:4]([C:13]1[CH:14]=[C:15]([C:19]2[CH:24]=[CH:23][C:22](/[CH:25]=[C:26](\[CH2:32][CH2:33][CH3:34])/[C:27]([OH:29])=[O:28])=[CH:21][CH:20]=2)[CH:16]=[CH:17][CH:18]=1)[C:5]([NH:7][CH2:8][CH2:9][CH2:10][CH2:11][CH3:12])=[O:6], predict the reactants needed to synthesize it. The reactants are: [OH-].[Na+].[CH3:3][N:4]([C:13]1[CH:14]=[C:15]([C:19]2[CH:24]=[CH:23][C:22](/[CH:25]=[C:26](\[CH2:32][CH2:33][CH3:34])/[C:27]([O:29]CC)=[O:28])=[CH:21][CH:20]=2)[CH:16]=[CH:17][CH:18]=1)[C:5]([NH:7][CH2:8][CH2:9][CH2:10][CH2:11][CH3:12])=[O:6].